Dataset: Full USPTO retrosynthesis dataset with 1.9M reactions from patents (1976-2016). Task: Predict the reactants needed to synthesize the given product. (1) The reactants are: [F:1][C:2]([F:14])([F:13])[O:3][C:4]1[CH:12]=[CH:11][C:7]([C:8](Cl)=[O:9])=[CH:6][CH:5]=1.[N:15]1[CH:20]=[CH:19][C:18]([C:21]2[CH:25]=[C:24]([NH2:26])[O:23][N:22]=2)=[CH:17][CH:16]=1.N1C=CC=CC=1. Given the product [N:15]1[CH:16]=[CH:17][C:18]([C:21]2[CH:25]=[C:24]([NH:26][C:8](=[O:9])[C:7]3[CH:11]=[CH:12][C:4]([O:3][C:2]([F:14])([F:13])[F:1])=[CH:5][CH:6]=3)[O:23][N:22]=2)=[CH:19][CH:20]=1, predict the reactants needed to synthesize it. (2) Given the product [CH2:40]([C:19]1[CH:20]=[C:21]([C:24]2[N:28]=[C:27]([C:29]3[CH:34]=[CH:33][C:32]([O:4][CH2:3][C:2]([F:6])([F:5])[F:1])=[C:31]([C:36]([F:38])([F:39])[F:37])[CH:30]=3)[O:26][N:25]=2)[CH:22]=[CH:23][C:18]=1[S:15]([NH:14][CH2:13][CH2:12][C:11]([OH:42])=[O:10])(=[O:16])=[O:17])[CH3:41], predict the reactants needed to synthesize it. The reactants are: [F:1][C:2]([F:6])([F:5])[CH2:3][OH:4].[H-].[Na+].C[O:10][C:11](=[O:42])[CH2:12][CH2:13][NH:14][S:15]([C:18]1[CH:23]=[CH:22][C:21]([C:24]2[N:28]=[C:27]([C:29]3[CH:34]=[CH:33][C:32](F)=[C:31]([C:36]([F:39])([F:38])[F:37])[CH:30]=3)[O:26][N:25]=2)=[CH:20][C:19]=1[CH2:40][CH3:41])(=[O:17])=[O:16].[Li+].[OH-]. (3) Given the product [CH:1]1([CH2:4][N:5]([CH:6]2[CH2:11][CH2:10][NH:9][CH2:8][CH2:7]2)[C:19](=[O:22])[CH2:20][CH3:21])[CH2:3][CH2:2]1, predict the reactants needed to synthesize it. The reactants are: [CH:1]1([CH2:4][N:5]([C:19](=[O:22])[CH2:20][CH3:21])[CH:6]2[CH2:11][CH2:10][N:9](C(OC(C)(C)C)=O)[CH2:8][CH2:7]2)[CH2:3][CH2:2]1.C(O)C. (4) Given the product [Cl:26][C:25]1[C:20]([C:10]2[N:11]([CH2:16][O:17][CH2:18][CH3:19])[C:12]3[CH:13]=[CH:14][CH:15]=[C:7]([C:5]([NH:4][CH:1]4[CH2:3][CH2:2]4)=[O:6])[C:8]=3[CH:9]=2)=[N:21][C:22]([NH:29][C@@H:30]2[CH2:34][CH2:33][CH2:32][C@@H:31]2[OH:35])=[N:23][CH:24]=1, predict the reactants needed to synthesize it. The reactants are: [CH:1]1([NH:4][C:5]([C:7]2[C:8]3[CH:9]=[C:10]([C:20]4[C:25]([Cl:26])=[CH:24][N:23]=[C:22](Cl)[N:21]=4)[N:11]([CH2:16][O:17][CH2:18][CH3:19])[C:12]=3[CH:13]=[CH:14][CH:15]=2)=[O:6])[CH2:3][CH2:2]1.Cl.[NH2:29][C@@H:30]1[CH2:34][CH2:33][CH2:32][C@@H:31]1[OH:35].CCN(C(C)C)C(C)C.O.